From a dataset of Kir2.1 potassium channel HTS with 301,493 compounds. Binary Classification. Given a drug SMILES string, predict its activity (active/inactive) in a high-throughput screening assay against a specified biological target. (1) The compound is S(=O)(=O)(N1CC(=O)N(C(C=CC1)c1ccc(OC)cc1)Cc1ccc(F)cc1)c1ccc(cc1)c1ccccc1. The result is 0 (inactive). (2) The compound is O=c1n(c2nc(nc(c2[nH]1)C(=O)N)c1c(OCC)cccc1)c1cc(ccc1)C. The result is 0 (inactive). (3) The compound is Brc1ccc(c2nc(sc2)NC(=O)CCn2c(=O)c3c(nc2)cccc3)cc1. The result is 0 (inactive). (4) The drug is Clc1c(cc(OCc2oc(C(=O)N(CC)CC)cc2)cc1)C. The result is 0 (inactive). (5) The molecule is O1c2c(OC1)ccc(NC(=O)c1nn3c(cc(nc3n1)C)C)c2. The result is 0 (inactive). (6) The molecule is s1c2CN(CCc2c(c1NC(=O)c1sc2c(c1)cc([N+]([O-])=O)cc2)C(=O)N)C(C)C. The result is 0 (inactive).